From a dataset of TCR-epitope binding with 47,182 pairs between 192 epitopes and 23,139 TCRs. Binary Classification. Given a T-cell receptor sequence (or CDR3 region) and an epitope sequence, predict whether binding occurs between them. (1) The epitope is LLLGIGILV. The TCR CDR3 sequence is CASSQIRGEQYF. Result: 0 (the TCR does not bind to the epitope). (2) The epitope is NLVPMVATV. The TCR CDR3 sequence is CSASPPASSGQPQHF. Result: 1 (the TCR binds to the epitope). (3) The epitope is ISPRTLNAW. The TCR CDR3 sequence is CASSSGTASTDTQYF. Result: 1 (the TCR binds to the epitope). (4) Result: 0 (the TCR does not bind to the epitope). The TCR CDR3 sequence is CASSELGEAFF. The epitope is FTYASALWEI. (5) The epitope is GTSGSPIVNR. The TCR CDR3 sequence is CASSLGLGLYEQYF. Result: 1 (the TCR binds to the epitope). (6) The epitope is KRWIILGLNK. The TCR CDR3 sequence is CASRNLGGGTNSPLHF. Result: 0 (the TCR does not bind to the epitope). (7) The epitope is FADDLNQLTGY. The TCR CDR3 sequence is CASSLGTASTDTQYF. Result: 1 (the TCR binds to the epitope). (8) The epitope is KLSALGINAV. The TCR CDR3 sequence is CASSPYRGLELEYQPQHF. Result: 0 (the TCR does not bind to the epitope). (9) The epitope is IPRRNVATL. The TCR CDR3 sequence is CASSSGTSGGNTGELFF. Result: 1 (the TCR binds to the epitope). (10) The epitope is LLWNGPMAV. The TCR CDR3 sequence is CASSPQGAYGYTF. Result: 1 (the TCR binds to the epitope).